From a dataset of Catalyst prediction with 721,799 reactions and 888 catalyst types from USPTO. Predict which catalyst facilitates the given reaction. (1) Reactant: [F:1][C:2]1[CH:3]=[C:4]([CH:43]=[C:44]([F:46])[CH:45]=1)[CH2:5][C@H:6]([NH:24][C:25]([C:27]1[C:28]2[CH2:29][CH2:30][N:31]([CH2:38][CH2:39][O:40][CH2:41][CH3:42])[C:32](=[O:37])[C:33]=2[CH:34]=[CH:35][CH:36]=1)=[O:26])[C@H:7]([OH:23])[CH2:8][NH:9][C:10]1([C:13]2[CH:18]=[CH:17][CH:16]=[C:15]([C:19]([F:22])([F:21])[F:20])[CH:14]=2)[CH2:12][CH2:11]1.[ClH:47]. Product: [ClH:47].[F:1][C:2]1[CH:3]=[C:4]([CH:43]=[C:44]([F:46])[CH:45]=1)[CH2:5][C@H:6]([NH:24][C:25]([C:27]1[C:28]2[CH2:29][CH2:30][N:31]([CH2:38][CH2:39][O:40][CH2:41][CH3:42])[C:32](=[O:37])[C:33]=2[CH:34]=[CH:35][CH:36]=1)=[O:26])[C@H:7]([OH:23])[CH2:8][NH:9][C:10]1([C:13]2[CH:18]=[CH:17][CH:16]=[C:15]([C:19]([F:21])([F:20])[F:22])[CH:14]=2)[CH2:11][CH2:12]1. The catalyst class is: 27. (2) Reactant: [O:1]([C:8]1[CH:16]=[CH:15][CH:14]=[CH:13][C:9]=1[C:10]([OH:12])=O)[C:2]1[CH:7]=[CH:6][CH:5]=[CH:4][CH:3]=1.CN(C(ON1N=NC2C=CC=NC1=2)=[N+](C)C)C.F[P-](F)(F)(F)(F)F.CCN(C(C)C)C(C)C.[NH2:50][C:51]1[CH:56]=[CH:55][CH:54]=[CH:53][C:52]=1/[CH:57]=[C:58](\[F:64])/[C:59]([O:61][CH2:62][CH3:63])=[O:60]. Product: [F:64]/[C:58](=[CH:57]\[C:52]1[CH:53]=[CH:54][CH:55]=[CH:56][C:51]=1[NH:50][C:10](=[O:12])[C:9]1[CH:13]=[CH:14][CH:15]=[CH:16][C:8]=1[O:1][C:2]1[CH:3]=[CH:4][CH:5]=[CH:6][CH:7]=1)/[C:59]([O:61][CH2:62][CH3:63])=[O:60]. The catalyst class is: 9. (3) Reactant: [OH:1]CCNCCO.CO[C:10]1[CH:15]=[CH:14][C:13]([S:16](Cl)(=[O:18])=[O:17])=[CH:12][CH:11]=1. Product: [C:13]1([S:16]([OH:18])(=[O:1])=[O:17])[CH:14]=[CH:15][CH:10]=[CH:11][CH:12]=1. The catalyst class is: 1. (4) Reactant: [CH3:1][O:2][CH2:3][CH2:4][CH2:5][NH2:6].[Cl:7][CH2:8][CH2:9][N:10]=[C:11]=[O:12]. Product: [Cl:7][CH2:8][CH2:9][NH:10][C:11]([NH:6][CH2:5][CH2:4][CH2:3][O:2][CH3:1])=[O:12]. The catalyst class is: 1. (5) Reactant: [Br:1][C:2]1[CH:7]=[CH:6][C:5]([OH:8])=[CH:4][C:3]=1[F:9].C([O-])([O-])=O.[K+].[K+].Br[CH2:17][C:18]([O:20][CH2:21][CH3:22])=[O:19]. Product: [Br:1][C:2]1[CH:7]=[CH:6][C:5]([O:8][CH2:17][C:18]([O:20][CH2:21][CH3:22])=[O:19])=[CH:4][C:3]=1[F:9]. The catalyst class is: 21. (6) Reactant: [C:1]([OH:6])(=[O:5])[C:2]([OH:4])=[O:3].[CH3:7][N:8]([CH3:39])[CH2:9][CH2:10][CH2:11][CH2:12][NH:13][C:14]([C:16]1[CH:17]=[C:18]([C:22]2[CH:27]=[CH:26][C:25]([CH2:28][S:29][CH2:30][CH2:31][O:32][C:33]3[CH:38]=[CH:37][CH:36]=[CH:35][CH:34]=3)=[CH:24][CH:23]=2)[CH:19]=[CH:20][CH:21]=1)=[O:15]. Product: [C:1]([OH:6])(=[O:5])[C:2]([OH:4])=[O:3].[CH3:39][N:8]([CH3:7])[CH2:9][CH2:10][CH2:11][CH2:12][NH:13][C:14]([C:16]1[CH:17]=[C:18]([C:22]2[CH:27]=[CH:26][C:25]([CH2:28][S:29][CH2:30][CH2:31][O:32][C:33]3[CH:34]=[CH:35][CH:36]=[CH:37][CH:38]=3)=[CH:24][CH:23]=2)[CH:19]=[CH:20][CH:21]=1)=[O:15]. The catalyst class is: 25. (7) Reactant: [CH:1]([C:4]1[CH:5]=[C:6]([CH:25]=[CH:26][C:27]=1[O:28][Si](C(C)C)(C(C)C)C(C)C)[CH2:7][N:8]1[C:16]2[C:11](=[C:12]([NH:17][C:18](=[O:24])[C:19]([O:21][CH2:22][CH3:23])=[O:20])[CH:13]=[CH:14][CH:15]=2)[CH:10]=[CH:9]1)([CH3:3])[CH3:2].[F-].C([N+](CCCC)(CCCC)CCCC)CCC. Product: [OH:28][C:27]1[CH:26]=[CH:25][C:6]([CH2:7][N:8]2[C:16]3[C:11](=[C:12]([NH:17][C:18](=[O:24])[C:19]([O:21][CH2:22][CH3:23])=[O:20])[CH:13]=[CH:14][CH:15]=3)[CH:10]=[CH:9]2)=[CH:5][C:4]=1[CH:1]([CH3:2])[CH3:3]. The catalyst class is: 54.